This data is from Merck oncology drug combination screen with 23,052 pairs across 39 cell lines. The task is: Regression. Given two drug SMILES strings and cell line genomic features, predict the synergy score measuring deviation from expected non-interaction effect. Drug 1: O=C(O)C1(Cc2cccc(Nc3nccs3)n2)CCC(Oc2cccc(Cl)c2F)CC1. Drug 2: CCc1c2c(nc3ccc(O)cc13)-c1cc3c(c(=O)n1C2)COC(=O)C3(O)CC. Cell line: MDAMB436. Synergy scores: synergy=5.77.